From a dataset of Forward reaction prediction with 1.9M reactions from USPTO patents (1976-2016). Predict the product of the given reaction. (1) Given the reactants [Br:1][C:2]1[CH:3]=[CH:4][C:5]([O:20][CH2:21]/[C:22](/[CH3:25])=[CH:23]/[CH3:24])=[C:6]([CH:19]=1)[CH2:7][N:8]1[C:12]([CH3:13])=[CH:11][C:10]([CH2:14][CH2:15][C:16]([OH:18])=[O:17])=[N:9]1, predict the reaction product. The product is: [Br:1][C:2]1[CH:3]=[CH:4][C:5]([O:20][CH2:21][CH:22]([CH3:25])[CH2:23][CH3:24])=[C:6]([CH:19]=1)[CH2:7][N:8]1[C:12]([CH3:13])=[CH:11][C:10]([CH2:14][CH2:15][C:16]([OH:18])=[O:17])=[N:9]1. (2) Given the reactants Cl[C:2]1[C:7]([C:8]#[N:9])=[C:6]([Cl:10])[N:5]=[C:4]([S:11][CH3:12])[N:3]=1.C(N(C(C)C)C(C)C)C.Cl.[F:23][C:24]1[CH:29]=[CH:28][C:27]([CH:30]2[CH2:35][CH2:34][NH:33][CH2:32][CH2:31]2)=[CH:26][CH:25]=1, predict the reaction product. The product is: [Cl:10][C:6]1[C:7]([C:8]#[N:9])=[C:2]([N:33]2[CH2:34][CH2:35][CH:30]([C:27]3[CH:26]=[CH:25][C:24]([F:23])=[CH:29][CH:28]=3)[CH2:31][CH2:32]2)[N:3]=[C:4]([S:11][CH3:12])[N:5]=1. (3) The product is: [Si:27]([O:1][CH2:2][CH:3]1[CH2:7][CH2:6][N:5]([C:8]2[CH:15]=[C:14]([O:16][CH3:17])[CH:13]=[CH:12][C:9]=2[CH:10]=[O:11])[CH2:4]1)([C:23]([CH3:26])([CH3:25])[CH3:24])([CH3:29])[CH3:28]. Given the reactants [OH:1][CH2:2][CH:3]1[CH2:7][CH2:6][N:5]([C:8]2[CH:15]=[C:14]([O:16][CH3:17])[CH:13]=[CH:12][C:9]=2[CH:10]=[O:11])[CH2:4]1.N1C=CN=C1.[C:23]([Si:27](Cl)([CH3:29])[CH3:28])([CH3:26])([CH3:25])[CH3:24].[Cl-].[NH4+], predict the reaction product. (4) The product is: [CH3:1][C:2]1([CH3:18])[C:10]2[C:5](=[CH:6][CH:7]=[CH:8][CH:9]=2)[CH:4]([N:11]2[C:15]([CH2:16][CH3:17])=[CH:14][N:13]=[CH:12]2)[CH2:3]1. Given the reactants [CH3:1][C:2]1([CH3:18])[C:10]2[C:5](=[CH:6][CH:7]=[CH:8][CH:9]=2)[CH:4]([N:11]2[C:15]([CH:16]=[CH2:17])=[CH:14][N:13]=[CH:12]2)[CH2:3]1, predict the reaction product.